Predict the reaction yield, written as a fraction of the theoretical maximum amount of product (1.0 means a 100% yield; for example, 0.34 means a 34% yield). From a dataset of Reaction yield outcomes from USPTO patents with 853,638 reactions. (1) The reactants are [CH2:1]([S:8][C:9]1[CH:15]=[CH:14][C:13]([Cl:16])=[CH:12][C:10]=1[NH2:11])[C:2]1[CH:7]=[CH:6][CH:5]=[CH:4][CH:3]=1.[Cl:17][C:18]1[CH:23]=[CH:22][C:21]([S:24](Cl)(=[O:26])=[O:25])=[CH:20][C:19]=1[C:28]([F:31])([F:30])[F:29]. No catalyst specified. The product is [CH2:1]([S:8][C:9]1[CH:15]=[CH:14][C:13]([Cl:16])=[CH:12][C:10]=1[NH:11][S:24]([C:21]1[CH:22]=[CH:23][C:18]([Cl:17])=[C:19]([C:28]([F:31])([F:29])[F:30])[CH:20]=1)(=[O:26])=[O:25])[C:2]1[CH:7]=[CH:6][CH:5]=[CH:4][CH:3]=1. The yield is 0.800. (2) The reactants are [C:1]([C:3]1[CH:4]=[C:5]([NH2:9])[CH:6]=[CH:7][CH:8]=1)#[CH:2].[CH3:10][O:11][CH2:12][C:13](Cl)=[O:14]. The product is [C:1]([C:3]1[CH:4]=[C:5]([NH:9][C:13](=[O:14])[CH2:12][O:11][CH3:10])[CH:6]=[CH:7][CH:8]=1)#[CH:2]. The yield is 0.900. The catalyst is C(Cl)Cl. (3) The reactants are [CH:1]1([N:7]([CH:18]2[CH2:23][CH2:22][CH2:21][CH2:20][CH2:19]2)[C:8]([NH:10][C:11]2[S:12][C:13]([CH:16]=[O:17])=[CH:14][N:15]=2)=[O:9])[CH2:6][CH2:5][CH2:4][CH2:3][CH2:2]1.[BH4-].[Li+]. The catalyst is CO. The product is [CH:18]1([N:7]([CH:1]2[CH2:6][CH2:5][CH2:4][CH2:3][CH2:2]2)[C:8]([NH:10][C:11]2[S:12][C:13]([CH2:16][OH:17])=[CH:14][N:15]=2)=[O:9])[CH2:19][CH2:20][CH2:21][CH2:22][CH2:23]1. The yield is 0.970.